From a dataset of Full USPTO retrosynthesis dataset with 1.9M reactions from patents (1976-2016). Predict the reactants needed to synthesize the given product. (1) Given the product [F:1][C:2]1[C:11]2[CH:12]([CH2:13][N:14]3[CH2:15][CH2:16][CH:17]([NH:20][C:21](=[O:27])[O:22][C:23]([CH3:24])([CH3:25])[CH3:26])[CH2:18][CH2:19]3)[CH2:28][N:9]3[C:10]=2[C:5]([CH:6]=[CH:7][C:8]3=[O:30])=[CH:4][CH:3]=1, predict the reactants needed to synthesize it. The reactants are: [F:1][C:2]1[C:11]([CH:12]([CH2:28]O)[CH2:13][N:14]2[CH2:19][CH2:18][CH:17]([NH:20][C:21](=[O:27])[O:22][C:23]([CH3:26])([CH3:25])[CH3:24])[CH2:16][CH2:15]2)=[C:10]2[C:5]([CH:6]=[CH:7][C:8]([O:30]C)=[N:9]2)=[CH:4][CH:3]=1.C(N(C(C)C)CC)(C)C.CS(OS(C)(=O)=O)(=O)=O. (2) Given the product [C:46]([O:19][C@H:18]1[C@@H:13]2[N:14]([N:15]=[C:11]([C:8]3[CH:7]=[CH:6][C:3]([C:4]#[N:5])=[C:2]([Cl:1])[C:9]=3[CH3:10])[C@H:12]2[O:20][CH:21]2[CH2:26][CH2:25][CH2:24][CH2:23][O:22]2)[CH2:16][CH2:17]1)(=[O:53])[C:47]1[CH:52]=[CH:51][CH:50]=[CH:49][CH:48]=1, predict the reactants needed to synthesize it. The reactants are: [Cl:1][C:2]1[C:9]([CH3:10])=[C:8]([C:11]2[C@@H:12]([O:20][CH:21]3[CH2:26][CH2:25][CH2:24][CH2:23][O:22]3)[C@@H:13]3[C@@H:18]([OH:19])[CH2:17][CH2:16][N:14]3[N:15]=2)[CH:7]=[CH:6][C:3]=1[C:4]#[N:5].C1C=CC(P(C2C=CC=CC=2)C2C=CC=CC=2)=CC=1.[C:46](O)(=[O:53])[C:47]1[CH:52]=[CH:51][CH:50]=[CH:49][CH:48]=1.CC(OC(/N=N/C(OC(C)C)=O)=O)C. (3) Given the product [Br:39][C:40]1[CH:45]=[C:44]([C:26]2[CH:25]=[CH:24][C:23]([C:20]3([C:17]4[N:13]5[CH2:14][CH2:15][S:16][C:10]([CH2:9][O:8][Si:1]([C:4]([CH3:7])([CH3:6])[CH3:5])([CH3:3])[CH3:2])([CH3:38])[CH2:11][C:12]5=[N:19][N:18]=4)[CH2:22][CH2:21]3)=[CH:28][CH:27]=2)[CH:43]=[N:42][CH:41]=1, predict the reactants needed to synthesize it. The reactants are: [Si:1]([O:8][CH2:9][C:10]1([CH3:38])[S:16][CH2:15][CH2:14][N:13]2[C:17]([C:20]3([C:23]4[CH:28]=[CH:27][C:26](B5OC(C)(C)C(C)(C)O5)=[CH:25][CH:24]=4)[CH2:22][CH2:21]3)=[N:18][N:19]=[C:12]2[CH2:11]1)([C:4]([CH3:7])([CH3:6])[CH3:5])([CH3:3])[CH3:2].[Br:39][C:40]1[CH:41]=[N:42][CH:43]=[C:44](Br)[CH:45]=1.C(=O)([O-])[O-].[K+].[K+]. (4) Given the product [F:14][C:7]1[CH:6]=[C:5]2[C:4](=[C:9]([C:10]([F:11])([F:12])[F:13])[CH:8]=1)[C:3](=[O:17])[N:24]([CH2:23][C:22]1[CH:25]=[CH:26][C:19]([Cl:18])=[CH:20][CH:21]=1)[CH2:15]2, predict the reactants needed to synthesize it. The reactants are: CO[C:3](=[O:17])[C:4]1[C:9]([C:10]([F:13])([F:12])[F:11])=[CH:8][C:7]([F:14])=[CH:6][C:5]=1[CH2:15]Br.[Cl:18][C:19]1[CH:26]=[CH:25][C:22]([CH2:23][NH2:24])=[CH:21][CH:20]=1.C([O-])([O-])=O.[K+].[K+].C(OCC)(=O)C. (5) The reactants are: [N+:1]([C:4]1[CH:5]=[C:6]([CH:12]=[CH:13][CH:14]=1)[CH:7]=[CH:8][C:9](O)=[O:10])([O-:3])=[O:2].CN(C=O)C.C(Cl)(=O)C([Cl:23])=O. Given the product [N+:1]([C:4]1[CH:5]=[C:6]([CH:12]=[CH:13][CH:14]=1)[CH:7]=[CH:8][C:9]([Cl:23])=[O:10])([O-:3])=[O:2], predict the reactants needed to synthesize it.